Dataset: Forward reaction prediction with 1.9M reactions from USPTO patents (1976-2016). Task: Predict the product of the given reaction. (1) Given the reactants [CH3:1][C:2]([CH3:29])([CH2:7][CH2:8][C:9]1[S:10][C:11]([C:14]2[CH:19]=[CH:18][C:17]([NH:20][C:21](N3CCCCC3)=[O:22])=[CH:16][CH:15]=2)=[CH:12][N:13]=1)[C:3]([O:5][CH3:6])=[O:4].[N:30]1([CH2:36][CH2:37][NH2:38])[CH2:35][CH2:34][CH2:33][CH2:32][CH2:31]1, predict the reaction product. The product is: [CH3:1][C:2]([CH3:29])([CH2:7][CH2:8][C:9]1[S:10][C:11]([C:14]2[CH:19]=[CH:18][C:17]([NH:20][C:21]([NH:38][CH2:37][CH2:36][N:30]3[CH2:35][CH2:34][CH2:33][CH2:32][CH2:31]3)=[O:22])=[CH:16][CH:15]=2)=[CH:12][N:13]=1)[C:3]([O:5][CH3:6])=[O:4]. (2) The product is: [CH2:18]([O:25][C:26](=[O:36])[NH:27][CH2:28][CH:29]1[CH2:34][CH2:33][CH2:32][CH:31]([NH:35][C:14]([C:13]2[C:9]([C:3]3[C:2]([Cl:1])=[CH:7][C:6]([Cl:8])=[CH:5][N:4]=3)=[N:10][O:11][C:12]=2[CH3:17])=[O:16])[CH2:30]1)[C:19]1[CH:20]=[CH:21][CH:22]=[CH:23][CH:24]=1. Given the reactants [Cl:1][C:2]1[C:3]([C:9]2[C:13]([C:14]([OH:16])=O)=[C:12]([CH3:17])[O:11][N:10]=2)=[N:4][CH:5]=[C:6]([Cl:8])[CH:7]=1.[CH2:18]([O:25][C:26](=[O:36])[NH:27][CH2:28][CH:29]1[CH2:34][CH2:33][CH2:32][CH:31]([NH2:35])[CH2:30]1)[C:19]1[CH:24]=[CH:23][CH:22]=[CH:21][CH:20]=1.Cl.CN(C)CCCN=C=NCC.ON1C2N=CC=CC=2N=N1.C(N(CC)C(C)C)(C)C, predict the reaction product. (3) Given the reactants [CH2:1]([O:3][C:4](=[O:27])[NH:5][C:6]1[CH:11]=[CH:10][C:9]([NH:12][CH2:13][C:14]2[C:18]3[CH:19]=[C:20]([F:23])[CH:21]=[CH:22][C:17]=3[O:16][CH:15]=2)=[CH:8][C:7]=1[N+:24]([O-])=O)[CH3:2], predict the reaction product. The product is: [CH2:1]([O:3][C:4](=[O:27])[NH:5][C:6]1[CH:11]=[CH:10][C:9]([NH:12][CH2:13][C:14]2[C:18]3[CH:19]=[C:20]([F:23])[CH:21]=[CH:22][C:17]=3[O:16][CH:15]=2)=[CH:8][C:7]=1[NH2:24])[CH3:2]. (4) Given the reactants [CH3:1][C:2]1[C:3]2[N:4]([C:8]([N:11]3[CH2:16][CH2:15][N:14]([C:17](=[O:19])[CH3:18])[CH2:13][CH2:12]3)=[N:9][CH:10]=2)[CH:5]=[CH:6][N:7]=1.[Br:20]N1C(=O)CCC1=O.O, predict the reaction product. The product is: [Br:20][C:10]1[N:9]=[C:8]([N:11]2[CH2:16][CH2:15][N:14]([C:17](=[O:19])[CH3:18])[CH2:13][CH2:12]2)[N:4]2[CH:5]=[CH:6][N:7]=[C:2]([CH3:1])[C:3]=12. (5) Given the reactants [NH2:1][C:2]1[C:10]([O:11][CH3:12])=[CH:9][CH:8]=[CH:7][C:3]=1[C:4]([OH:6])=O.[CH3:13][NH2:14].[OH:15][C:16]1[CH:23]=[CH:22][C:19]([CH:20]=O)=[C:18]([O:24][CH3:25])[CH:17]=1.Cl[CH2:27][CH2:28][CH2:29]Br.[CH3:31][C@H:32]1[CH2:37][CH2:36][CH2:35][NH:34][CH2:33]1.C([O-])(=O)[C@@H](C1C=CC=CC=1)O, predict the reaction product. The product is: [CH3:12][O:11][C:10]1[CH:9]=[CH:8][CH:7]=[C:3]2[C:2]=1[N:1]=[C:20]([C:19]1[CH:22]=[CH:23][C:16]([O:15][CH2:27][CH2:28][CH2:29][N:34]3[CH2:35][CH2:36][CH2:37][C@H:32]([CH3:31])[CH2:33]3)=[CH:17][C:18]=1[O:24][CH3:25])[N:14]([CH3:13])[C:4]2=[O:6]. (6) Given the reactants C1(S(C(C(O)C(C)=CCCC(C)=CC(S(C2C=CC=CC=2)(=O)=O)CC=C(C)CCC=C(C)[CH:35]([OH:55])[CH:36](S(C2C=CC=CC=2)(=O)=O)C=C(C)CCC=C(C)C)C=C(C)CCC=C(C)C)(=O)=O)C=CC=CC=1.[CH:70]([O:72][CH2:73][CH3:74])=[CH2:71].C1(C)C=CC(S([O-])(=O)=[O:82])=CC=1.[NH+]1[CH:91]=[CH:90]C=CC=1, predict the reaction product. The product is: [CH2:70]([O:72][CH:73]([O:82][CH:90]([O:55][CH2:35][CH3:36])[CH3:91])[CH3:74])[CH3:71].